From a dataset of Full USPTO retrosynthesis dataset with 1.9M reactions from patents (1976-2016). Predict the reactants needed to synthesize the given product. (1) Given the product [Cl:24][C:9]1[C:10]([C:11]2[S:15][C:14]([C:16]3([O:20][CH2:21][O:22][CH3:23])[CH2:17][CH2:18][CH2:19]3)=[N:13][CH:12]=2)=[C:5]2[CH:4]=[C:3]([C:2]3[N:1]=[C:28]([CH:30]4[CH2:35][CH2:34][CH2:33][N:32]([C:36]([O:38][C:39]([CH3:40])([CH3:41])[CH3:42])=[O:37])[CH2:31]4)[O:27][N:26]=3)[NH:25][C:6]2=[N:7][CH:8]=1, predict the reactants needed to synthesize it. The reactants are: [NH2:1]/[C:2](=[N:26]\[O:27][C:28]([CH:30]1[CH2:35][CH2:34][CH2:33][N:32]([C:36]([O:38][C:39]([CH3:42])([CH3:41])[CH3:40])=[O:37])[CH2:31]1)=O)/[C:3]1[NH:25][C:6]2=[N:7][CH:8]=[C:9]([Cl:24])[C:10]([C:11]3[S:15][C:14]([C:16]4([O:20][CH2:21][O:22][CH3:23])[CH2:19][CH2:18][CH2:17]4)=[N:13][CH:12]=3)=[C:5]2[CH:4]=1. (2) The reactants are: FC(F)(F)C(O)=O.C(OC([N:15]1[CH2:20][CH2:19][CH:18]([NH:21][C:22]([C:24]2[CH:25]=[CH:26][C:27]3[S:32][CH2:31][C:30](=[O:33])[NH:29][C:28]=3[CH:34]=2)=[O:23])[CH2:17][CH2:16]1)=O)(C)(C)C. Given the product [NH:15]1[CH2:20][CH2:19][CH:18]([NH:21][C:22]([C:24]2[CH:25]=[CH:26][C:27]3[S:32][CH2:31][C:30](=[O:33])[NH:29][C:28]=3[CH:34]=2)=[O:23])[CH2:17][CH2:16]1, predict the reactants needed to synthesize it. (3) Given the product [CH:1]([O:4][C:5]1[CH:10]=[CH:9][C:8]([C:11]2[CH:12]=[C:13]([NH2:14])[NH:18][N:19]=2)=[CH:7][CH:6]=1)([CH3:3])[CH3:2], predict the reactants needed to synthesize it. The reactants are: [CH:1]([O:4][C:5]1[CH:10]=[CH:9][C:8]([C:11](=O)[CH2:12][C:13]#[N:14])=[CH:7][CH:6]=1)([CH3:3])[CH3:2].NC1C=C[NH:19][N:18]=1. (4) Given the product [CH:13]1([C:16]2[N:17]=[C:18]([CH3:48])[N:19]([C:38]3[CH:39]=[CH:40][C:41]4[O:45][CH:44]([CH3:46])[CH2:43][C:42]=4[CH:47]=3)[C:20](=[O:37])[C:21]=2[CH2:22][C:23]2[CH:24]=[CH:25][C:26]([C:29]3[CH:34]=[CH:33][CH:32]=[CH:31][C:30]=3[C:35]3[NH:3][C:4](=[O:7])[O:5][N:36]=3)=[CH:27][CH:28]=2)[CH2:15][CH2:14]1, predict the reactants needed to synthesize it. The reactants are: [Cl-].O[NH3+:3].[C:4](=[O:7])([O-])[OH:5].[Na+].CS(C)=O.[CH:13]1([C:16]2[N:17]=[C:18]([CH3:48])[N:19]([C:38]3[CH:39]=[CH:40][C:41]4[O:45][CH:44]([CH3:46])[CH2:43][C:42]=4[CH:47]=3)[C:20](=[O:37])[C:21]=2[CH2:22][C:23]2[CH:28]=[CH:27][C:26]([C:29]3[C:30]([C:35]#[N:36])=[CH:31][CH:32]=[CH:33][CH:34]=3)=[CH:25][CH:24]=2)[CH2:15][CH2:14]1. (5) Given the product [CH3:1][O:2][C:3]([C:5]1[C:13]2[C:8](=[CH:9][CH:10]=[CH:11][CH:12]=2)[N:7]([CH2:16][CH2:17][CH:18]2[CH2:23][CH2:22][CH2:21][CH2:20][N:19]2[CH3:24])[CH:6]=1)=[O:4], predict the reactants needed to synthesize it. The reactants are: [CH3:1][O:2][C:3]([C:5]1[C:13]2[C:8](=[CH:9][CH:10]=[CH:11][CH:12]=2)[NH:7][CH:6]=1)=[O:4].Cl.Cl[CH2:16][CH2:17][CH:18]1[CH2:23][CH2:22][CH2:21][CH2:20][N:19]1[CH3:24]. (6) Given the product [F:1][C:2]1[CH:11]=[C:10]([N+:12]([O-:14])=[O:13])[CH:9]=[CH:8][C:3]=1[CH2:4][OH:5], predict the reactants needed to synthesize it. The reactants are: [F:1][C:2]1[CH:11]=[C:10]([N+:12]([O-:14])=[O:13])[CH:9]=[CH:8][C:3]=1[C:4](OC)=[O:5].[BH4-].[Na+]. (7) Given the product [CH3:7][S:8]([O-:11])(=[O:10])=[O:9].[CH3:1][N+:2]1[CH:6]=[CH:5][N:4]([CH2:12][CH2:13][CH3:14])[CH:3]=1, predict the reactants needed to synthesize it. The reactants are: [CH3:1][N:2]1[CH:6]=[CH:5][N:4]=[CH:3]1.[CH3:7][S:8]([O:11][CH2:12][CH2:13][CH3:14])(=[O:10])=[O:9].